From a dataset of Antibody developability classification from SAbDab with 2,409 antibodies. Regression/Classification. Given an antibody's heavy chain and light chain sequences, predict its developability. TAP uses regression for 5 developability metrics; SAbDab uses binary classification. (1) The antibody is ['EVQLVESGGGLVQPGGSLRLSCAASGFSLTVYSVHWVRQAPGKGLEWVGALWGSGGTEYNSNLKSRFTISRDTSKNTVYLQMNSLRAEDTAVYYCARDQGLNYGSLFDYWGQGTLVTVSS', 'DIQMTQSPSSLSASVGDRVTITCRASESISYSLSWYQQKPGKAPKLLIYNAVKLESGVPSRFSGSGSGTDFTLTISSLQPEDFATYYCKQYWNTPFTFGQGTKVEIK']. Result: 0 (not developable). (2) The antibody is ['EVKLEESGGGLVQPGGSMKLSCAASGFTFSDAWMDWVRQSPEKGLEWVAEIRNKVNNHATNYAESVKGRFTISRDDSRSVVYLQMNNLKPEDTGIYYCTGLTFDYWGQGTTLTVSS', 'DIVLTQSPASLAVSLGQRATISCRASESVDNYGISSMNWFQQKAGQPPKFLIYAASKQGSGVPARFSGSGSGTDFSLIIHPVEEDDTAVYFCQQSKGVPYTFGGGTKLEIK']. Result: 0 (not developable). (3) The antibody is ['QVTLRESGPALVKPTQTLTLTCTFSGFSLSTAGMSVGWIRQPPGKALEWLADIWWDDKKHYNPSLKDRLTISKDTSKNQVVLKVTNMDPADTATYYCARDMIFNFYFDVWGQGTTVTVSS', 'DIQMTQSPSTLSASVGDRVTITCSASSRVGYMHWYQQKPGKAPKLLIYDTSKLASGVPSRFSGSGSGTEFTLTISSLQPDDFATYYCFQGSGYPFTFGGGTKVEIK']. Result: 1 (developable). (4) The antibody is ['EIQLQQSGPELVKPGASVKISCKASGYSFTDYIMLWVKQSHGKSLEWIGNINPYYGSTSYNLKFKGKATLTVDKSSSTAYMQLNSLTSEDSAVYYCARKNYYGSSLDYWGQGTTLTVSS', 'DVVMTQTPFSLPVSLGDQASISCRSSQSLVHSNGNTYLHWYLQKPGQSPKLLIYKVSNRFSGVPDRFSGSGSGTDFTLKISRVEAEDLGVYFCSQSTHVPYTFGGGTKLEIK']. Result: 0 (not developable).